From a dataset of Retrosynthesis with 50K atom-mapped reactions and 10 reaction types from USPTO. Predict the reactants needed to synthesize the given product. (1) Given the product CC1CCN(C(=O)Oc2noc3ncccc23)CC1, predict the reactants needed to synthesize it. The reactants are: CC1CCN(C(=O)Cl)CC1.Oc1noc2ncccc12. (2) Given the product COC(=O)c1c(N)c(C#N)cc2cn[nH]c12, predict the reactants needed to synthesize it. The reactants are: COC(=O)c1c(N)c(Br)cc2cn[nH]c12.[C-]#N. (3) The reactants are: CN(C[C@H]1C[C@@H](O)C1)C(=O)OC(C)(C)C.CS(=O)(=O)Cl. Given the product CN(C[C@H]1C[C@@H](OS(C)(=O)=O)C1)C(=O)OC(C)(C)C, predict the reactants needed to synthesize it. (4) Given the product O=C(Nc1ccc(C(=O)N2CCc3cccn3-c3ccccc32)c(Cl)c1)c1ccc(Cl)cc1Cl, predict the reactants needed to synthesize it. The reactants are: Nc1ccc(C(=O)N2CCc3cccn3-c3ccccc32)c(Cl)c1.O=C(Cl)c1ccc(Cl)cc1Cl. (5) Given the product O=C(NCCc1c[nH]c2ccc(Cl)cc12)c1cccc(-c2ccccc2Cl)c1, predict the reactants needed to synthesize it. The reactants are: O=C(NCCc1c[nH]c2ccc(Cl)cc12)c1cccc(I)c1.OB(O)c1ccccc1Cl. (6) Given the product CN(C)CCNc1nc2ccc3c(c2[n+]([O-])n1)CCCO3, predict the reactants needed to synthesize it. The reactants are: CN(C)CCN.[O-][n+]1nc(Cl)nc2ccc3c(c21)CCCO3. (7) Given the product CC(C)(C)OC(=O)N[C@@H](CC1CCCCC1)[C@H]1CO1, predict the reactants needed to synthesize it. The reactants are: CC(C)(C)OC(=O)N[C@@H](CC1CCCCC1)[C@H](O)CCl. (8) Given the product O=S(c1ccc(F)cc1)C1CCNCC1, predict the reactants needed to synthesize it. The reactants are: Fc1ccc(SC2CCNCC2)cc1.O=S([O-])O.